From a dataset of Retrosynthesis with 50K atom-mapped reactions and 10 reaction types from USPTO. Predict the reactants needed to synthesize the given product. Given the product COc1ccc(CN(C(=O)OCc2ccccc2)[C@@H]2C(=O)N(Cc3ccc(OC)cc3OC)[C@@H]2CC=C(Br)Br)cc1, predict the reactants needed to synthesize it. The reactants are: BrC(Br)(Br)Br.COc1ccc(CN(C(=O)OCc2ccccc2)[C@@H]2C(=O)N(Cc3ccc(OC)cc3OC)[C@@H]2CC=O)cc1.